Dataset: Forward reaction prediction with 1.9M reactions from USPTO patents (1976-2016). Task: Predict the product of the given reaction. (1) The product is: [CH3:20][S:19][C:15]1[N:16]=[C:17]([N:2]2[CH:3]=[C:4]3[C:9]([CH:8]=[CH:7][CH:6]=[CH:5]3)=[N:1]2)[CH:18]=[CH:13][N:14]=1. Given the reactants [NH:1]1[C:9]2[C:4](=[CH:5][CH:6]=[CH:7][CH:8]=2)[CH:3]=[N:2]1.[H-].[Na+].Cl[C:13]1[CH:18]=[CH:17][N:16]=[C:15]([S:19][CH3:20])[N:14]=1, predict the reaction product. (2) Given the reactants CN([C:4]([O:8][N:9]1N=NC2C=CC=N[C:10]1=2)=[N+](C)C)C.F[P-](F)(F)(F)(F)F.[CH3:25][N:26]1[CH:30]=[CH:29][N:28]=[C:27]1[C:31]([OH:33])=O.Cl.CNOC.C(N(C(C)C)CC)(C)C, predict the reaction product. The product is: [CH3:10][N:9]([O:8][CH3:4])[C:31]([C:27]1[N:26]([CH3:25])[CH:30]=[CH:29][N:28]=1)=[O:33]. (3) Given the reactants Br[C:2]1[C:3]([C:14]2[CH:19]=[CH:18][C:17]([CH3:20])=[CH:16][CH:15]=2)=[C:4]([CH3:13])[C:5]2[O:9][C:8]([CH3:11])([CH3:10])[CH2:7][C:6]=2[CH:12]=1.[F:21][C:22]1[CH:27]=[CH:26][C:25]([N:28]2[CH2:33][CH2:32][NH:31][CH2:30][CH2:29]2)=[CH:24][CH:23]=1, predict the reaction product. The product is: [CH3:10][C:8]1([CH3:11])[CH2:7][C:6]2[CH:12]=[C:2]([N:31]3[CH2:30][CH2:29][N:28]([C:25]4[CH:24]=[CH:23][C:22]([F:21])=[CH:27][CH:26]=4)[CH2:33][CH2:32]3)[C:3]([C:14]3[CH:19]=[CH:18][C:17]([CH3:20])=[CH:16][CH:15]=3)=[C:4]([CH3:13])[C:5]=2[O:9]1. (4) Given the reactants [NH2:1][C:2]1[C:3]([NH:12][CH2:13][C:14]2[CH:19]=[CH:18][C:17]([Cl:20])=[CH:16][CH:15]=2)=[C:4]([CH:9]=[CH:10][CH:11]=1)[C:5]([O:7][CH3:8])=[O:6].C(O)(=O)C.[N:25]([O-])=O.[Na+], predict the reaction product. The product is: [Cl:20][C:17]1[CH:16]=[CH:15][C:14]([CH2:13][N:12]2[C:3]3[C:4]([C:5]([O:7][CH3:8])=[O:6])=[CH:9][CH:10]=[CH:11][C:2]=3[N:1]=[N:25]2)=[CH:19][CH:18]=1. (5) Given the reactants [Cl:1][C:2]1[CH:7]=[CH:6][C:5]([S:8]([NH:11][CH:12]([CH2:17][CH3:18])[C:13]([O:15][CH3:16])=[O:14])(=[O:10])=[O:9])=[CH:4][CH:3]=1.[C:19]1(P([C:20]2[CH:21]=[CH:22]C=[CH:24][CH:19]=2)[C:20]2[CH:21]=[CH:22]C=[CH:24][CH:19]=2)[CH:24]=C[CH:22]=[CH:21][CH:20]=1.CC(OC(/N=N/C(OC(C)C)=O)=O)C, predict the reaction product. The product is: [Cl:1][C:2]1[CH:3]=[CH:4][C:5]([S:8]([N:11]([CH:12]([CH2:17][CH3:18])[C:13]([O:15][CH3:16])=[O:14])[CH:20]([CH2:21][CH3:22])[C:19]#[CH:24])(=[O:10])=[O:9])=[CH:6][CH:7]=1. (6) Given the reactants C([Li])CCC.C(NC(C)C)(C)C.[Br:13][C:14]1[CH:15]=[C:16]([F:20])[CH:17]=[CH:18][CH:19]=1.CN(C)[CH:23]=[O:24], predict the reaction product. The product is: [Br:13][C:14]1[CH:19]=[CH:18][CH:17]=[C:16]([F:20])[C:15]=1[CH:23]=[O:24]. (7) The product is: [NH2:1][C@H:2]1[CH2:7][CH2:6][C@H:5]([NH:8][C:9]2[C:14]([CH3:15])=[C:13]([NH:16][C:24]3[CH:29]=[CH:28][C:27]([I:30])=[CH:26][CH:25]=3)[N:12]3[N:31]=[CH:32][C:33]([C:39](=[O:44])[C:40]([F:41])([F:42])[F:43])=[C:11]3[N:10]=2)[CH2:4][CH2:3]1. Given the reactants [NH2:1][C@H:2]1[CH2:7][CH2:6][C@H:5]([NH:8][C:9]2[C:14]([CH3:15])=[C:13]([N:16]([C:24]3[CH:29]=[CH:28][C:27]([I:30])=[CH:26][CH:25]=3)C(OC(C)(C)C)=O)[N:12]3[N:31]=[CH:32][CH:33]=[C:11]3[N:10]=2)[CH2:4][CH2:3]1.[F:41][C:40]([F:43])([F:42])[C:39](O[C:39](=[O:44])[C:40]([F:43])([F:42])[F:41])=[O:44], predict the reaction product. (8) The product is: [Cl:24][C:21]1[CH:22]=[N:23][C:2]2[N:19]=[C:7]([CH2:8][O:9][CH2:10][CH2:11][C:12]3[CH:17]=[CH:16][C:15]([F:18])=[CH:14][CH:13]=3)[NH:6][C:4](=[O:5])[C:3]=2[CH:20]=1. Given the reactants Cl[C:2]1[N:23]=[CH:22][C:21]([Cl:24])=[CH:20][C:3]=1[C:4]([NH:6][C:7](=[NH:19])[CH2:8][O:9][CH2:10][CH2:11][C:12]1[CH:17]=[CH:16][C:15]([F:18])=[CH:14][CH:13]=1)=[O:5].CC([O-])(C)C.[K+], predict the reaction product. (9) Given the reactants [Cl:1][C:2]1[CH:16]=[CH:15][C:5]([N:6]=[C:7](Cl)[C:8]2[CH:13]=[CH:12][CH:11]=[CH:10][CH:9]=2)=[CH:4][CH:3]=1.[C:17](#[N:24])[C:18]1[CH:23]=[CH:22][CH:21]=[CH:20][CH:19]=1.[Al](Br)(Br)Br, predict the reaction product. The product is: [Cl:1][C:2]1[CH:16]=[C:15]2[C:5](=[CH:4][CH:3]=1)[N:6]=[C:7]([C:8]1[CH:13]=[CH:12][CH:11]=[CH:10][CH:9]=1)[N:24]=[C:17]2[C:18]1[CH:23]=[CH:22][CH:21]=[CH:20][CH:19]=1.